Predict which catalyst facilitates the given reaction. From a dataset of Catalyst prediction with 721,799 reactions and 888 catalyst types from USPTO. (1) Reactant: [NH2:1][C:2]1[CH:3]=[C:4]([N:24]2[CH2:28][CH2:27][O:26][C:25]2=[O:29])[CH:5]=[CH:6][C:7]=1[C:8]([N:10]1[CH2:15][CH2:14][N:13]([C:16]2[C:21]([CH3:22])=[CH:20][C:19]([CH3:23])=[CH:18][N:17]=2)[CH2:12][CH2:11]1)=[O:9].C(N(CC)CC)C.C(Cl)Cl.[C:40](Cl)(=[O:42])[CH3:41]. Product: [C:40]([NH:1][C:2]1[CH:3]=[C:4]([N:24]2[CH2:28][CH2:27][O:26][C:25]2=[O:29])[CH:5]=[CH:6][C:7]=1[C:8]([N:10]1[CH2:11][CH2:12][N:13]([C:16]2[C:21]([CH3:22])=[CH:20][C:19]([CH3:23])=[CH:18][N:17]=2)[CH2:14][CH2:15]1)=[O:9])(=[O:42])[CH3:41]. The catalyst class is: 6. (2) Reactant: COC1C=CC([C@H]([N:11]2[C@@H:24]3[C@@H:15]([CH2:16][CH2:17][C:18]4[C:23]3=[N:22][CH:21]=[CH:20][CH:19]=4)[CH2:14][CH2:13][CH2:12]2)C)=CC=1.FC(F)(F)C(O)=O. Product: [NH:22]1[C@@H:23]2[C@@H:18]([CH2:17][CH2:16][C:15]3[C:24]2=[N:11][CH:12]=[CH:13][CH:14]=3)[CH2:19][CH2:20][CH2:21]1. The catalyst class is: 4.